Dataset: NCI-60 drug combinations with 297,098 pairs across 59 cell lines. Task: Regression. Given two drug SMILES strings and cell line genomic features, predict the synergy score measuring deviation from expected non-interaction effect. (1) Drug 2: C1=CC=C(C=C1)NC(=O)CCCCCCC(=O)NO. Synergy scores: CSS=21.2, Synergy_ZIP=-0.186, Synergy_Bliss=6.30, Synergy_Loewe=2.26, Synergy_HSA=3.08. Drug 1: COC1=NC(=NC2=C1N=CN2C3C(C(C(O3)CO)O)O)N. Cell line: U251. (2) Drug 1: C1=C(C(=O)NC(=O)N1)F. Drug 2: CC12CCC3C(C1CCC2O)C(CC4=C3C=CC(=C4)O)CCCCCCCCCS(=O)CCCC(C(F)(F)F)(F)F. Cell line: HOP-62. Synergy scores: CSS=34.7, Synergy_ZIP=-1.07, Synergy_Bliss=-4.93, Synergy_Loewe=-4.31, Synergy_HSA=-4.34. (3) Drug 2: CS(=O)(=O)OCCCCOS(=O)(=O)C. Cell line: DU-145. Drug 1: C1=NC2=C(N1)C(=S)N=CN2. Synergy scores: CSS=26.7, Synergy_ZIP=2.55, Synergy_Bliss=3.44, Synergy_Loewe=-14.0, Synergy_HSA=0.885. (4) Cell line: SN12C. Synergy scores: CSS=16.0, Synergy_ZIP=-5.78, Synergy_Bliss=-8.30, Synergy_Loewe=-6.07, Synergy_HSA=-5.81. Drug 2: CCCCC(=O)OCC(=O)C1(CC(C2=C(C1)C(=C3C(=C2O)C(=O)C4=C(C3=O)C=CC=C4OC)O)OC5CC(C(C(O5)C)O)NC(=O)C(F)(F)F)O. Drug 1: CC(CN1CC(=O)NC(=O)C1)N2CC(=O)NC(=O)C2. (5) Drug 1: CC1=C(C=C(C=C1)NC(=O)C2=CC=C(C=C2)CN3CCN(CC3)C)NC4=NC=CC(=N4)C5=CN=CC=C5. Drug 2: CC12CCC3C(C1CCC2O)C(CC4=C3C=CC(=C4)O)CCCCCCCCCS(=O)CCCC(C(F)(F)F)(F)F. Cell line: MOLT-4. Synergy scores: CSS=-14.4, Synergy_ZIP=4.80, Synergy_Bliss=-0.568, Synergy_Loewe=-11.8, Synergy_HSA=-10.5. (6) Drug 1: C1=CC(=CC=C1CCCC(=O)O)N(CCCl)CCCl. Drug 2: CN(CCCl)CCCl.Cl. Cell line: SK-MEL-28. Synergy scores: CSS=7.72, Synergy_ZIP=1.29, Synergy_Bliss=2.06, Synergy_Loewe=-3.36, Synergy_HSA=-3.14. (7) Drug 1: C1=NC(=NC(=O)N1C2C(C(C(O2)CO)O)O)N. Drug 2: CC(C)CN1C=NC2=C1C3=CC=CC=C3N=C2N. Cell line: NCI-H322M. Synergy scores: CSS=29.2, Synergy_ZIP=-8.26, Synergy_Bliss=1.91, Synergy_Loewe=1.15, Synergy_HSA=1.08.